This data is from Catalyst prediction with 721,799 reactions and 888 catalyst types from USPTO. The task is: Predict which catalyst facilitates the given reaction. (1) Reactant: [CH3:1][C:2]1([CH3:16])[C:6]([CH3:8])([CH3:7])[O:5][B:4]([C:9]2[CH:10]=[C:11]([CH:13]=[CH:14][CH:15]=2)[NH2:12])[O:3]1.C(N(CC)CC)C.[O:24]1[CH2:29][CH2:28][O:27][CH2:26][CH:25]1[C:30](Cl)=[O:31]. Product: [CH3:8][C:6]1([CH3:7])[C:2]([CH3:16])([CH3:1])[O:3][B:4]([C:9]2[CH:10]=[C:11]([NH:12][C:30]([CH:25]3[CH2:26][O:27][CH2:28][CH2:29][O:24]3)=[O:31])[CH:13]=[CH:14][CH:15]=2)[O:5]1. The catalyst class is: 675. (2) Reactant: IC.[C:3]([NH:6][CH2:7][C@@H:8]1[O:12][C:11](=[O:13])[N:10]([C:14]2[CH:19]=[CH:18][C:17]([C:20](=[NH:23])[NH:21][OH:22])=[C:16]([F:24])[CH:15]=2)[CH2:9]1)(=[O:5])[CH3:4].[C:25](N=C(N(C)C)N(C)C)(C)(C)C. Product: [C:3]([NH:6][CH2:7][C@@H:8]1[O:12][C:11](=[O:13])[N:10]([C:14]2[CH:19]=[CH:18][C:17]([C:20](=[NH:23])[NH:21][O:22][CH3:25])=[C:16]([F:24])[CH:15]=2)[CH2:9]1)(=[O:5])[CH3:4]. The catalyst class is: 3.